This data is from Reaction yield outcomes from USPTO patents with 853,638 reactions. The task is: Predict the reaction yield, written as a fraction of the theoretical maximum amount of product (1.0 means a 100% yield; for example, 0.34 means a 34% yield). (1) The reactants are [OH-:1].[Na+].[CH:3]([C:5]1[C:13]2[C:8](=[CH:9][CH:10]=[C:11]([C:14]3[CH:15]=[C:16]([NH:20][C:21](=[O:25])[N:22]([CH3:24])[CH3:23])[CH:17]=[N:18][CH:19]=3)[CH:12]=2)[N:7]([CH:26]2[CH2:31][CH2:30][CH2:29][CH2:28][O:27]2)[N:6]=1)=[O:4]. The catalyst is O.O1CCOCC1.[N+]([O-])([O-])=O.[Ag+]. The product is [CH3:23][N:22]([CH3:24])[C:21](=[O:25])[NH:20][C:16]1[CH:15]=[C:14]([C:11]2[CH:12]=[C:13]3[C:8](=[CH:9][CH:10]=2)[N:7]([CH:26]2[CH2:31][CH2:30][CH2:29][CH2:28][O:27]2)[N:6]=[C:5]3[C:3]([OH:1])=[O:4])[CH:19]=[N:18][CH:17]=1. The yield is 0.700. (2) The reactants are [N:1]1([CH2:8][C:9]2[NH:20][C:19]3[C:21]4[C:15]([C:16](=[O:22])[NH:17][N:18]=3)=[CH:14][CH:13]=[CH:12][C:11]=4[N:10]=2)[CH2:7][CH2:6][CH2:5][NH:4][CH2:3][CH2:2]1.[Cl:23][C:24]1[CH:25]=[C:26]([CH:30]=[CH:31][CH:32]=1)[C:27](Cl)=[O:28]. The catalyst is C(Cl)Cl. The product is [Cl:23][C:24]1[CH:25]=[C:26]([CH:30]=[CH:31][CH:32]=1)[C:27]([N:4]1[CH2:5][CH2:6][CH2:7][N:1]([CH2:8][C:9]2[NH:20][C:19]3[C:21]4[C:15]([C:16](=[O:22])[NH:17][N:18]=3)=[CH:14][CH:13]=[CH:12][C:11]=4[N:10]=2)[CH2:2][CH2:3]1)=[O:28]. The yield is 0.160. (3) The reactants are O[CH2:2][CH2:3][C:4]1[N:5]=[CH:6][C:7]2[C:12]([CH:13]=1)=[CH:11][CH:10]=[CH:9][CH:8]=2.C(N(CC)CC)C.CS(Cl)(=O)=O.[N-:26]=[N+:27]=[N-:28].[Na+]. The catalyst is ClCCl.O. The product is [N:26]([CH2:2][CH2:3][C:4]1[N:5]=[CH:6][C:7]2[C:12]([CH:13]=1)=[CH:11][CH:10]=[CH:9][CH:8]=2)=[N+:27]=[N-:28]. The yield is 1.00. (4) The product is [CH2:25]([C:15]1[N:14]([C:11]2[CH:10]=[CH:9][C:8]([CH2:7][CH2:6][OH:5])=[CH:13][CH:12]=2)[C:18]2=[N:19][C:20]([CH3:24])=[CH:21][C:22]([CH3:23])=[C:17]2[N:16]=1)[CH3:26]. The catalyst is CO.C1COCC1. The yield is 0.860. The reactants are C([O:5][CH2:6][CH2:7][C:8]1[CH:13]=[CH:12][C:11]([N:14]2[C:18]3=[N:19][C:20]([CH3:24])=[CH:21][C:22]([CH3:23])=[C:17]3[N:16]=[C:15]2[CH2:25][CH3:26])=[CH:10][CH:9]=1)(=O)CC.[Li+].[OH-]. (5) The reactants are [CH3:1][C:2]1[CH:7]=[CH:6][C:5]([N+:8]([O-:10])=[O:9])=[CH:4][C:3]=1[C:11]([F:14])([F:13])[F:12].C1C(=O)N([Br:22])C(=O)C1.CC(N=NC(C#N)(C)C)(C#N)C. The catalyst is ClC(Cl)C. The product is [Br:22][CH2:1][C:2]1[CH:7]=[CH:6][C:5]([N+:8]([O-:10])=[O:9])=[CH:4][C:3]=1[C:11]([F:12])([F:13])[F:14]. The yield is 0.980. (6) The reactants are [C:1]([C:3]1[C:4]([F:25])=[C:5]([CH2:9][C:10]2[N:11]=[C:12]3[S:19][CH:18]=[C:17]([C:20]([NH:22][CH2:23][CH3:24])=[O:21])[N:13]3[C:14](=[O:16])[CH:15]=2)[CH:6]=[CH:7][CH:8]=1)#[N:2].[B-](F)(F)(F)[F:27].[B-](F)(F)(F)F.C1[N+]2(CCl)CC[N+](F)(CC2)C1. The catalyst is CC#N. The product is [C:1]([C:3]1[C:4]([F:25])=[C:5]([CH2:9][C:10]2[N:11]=[C:12]3[S:19][CH:18]=[C:17]([C:20]([NH:22][CH2:23][CH3:24])=[O:21])[N:13]3[C:14](=[O:16])[C:15]=2[F:27])[CH:6]=[CH:7][CH:8]=1)#[N:2]. The yield is 0.250. (7) The reactants are [C:1]1([S:7](Cl)(=[O:9])=[O:8])[CH:6]=[CH:5][CH:4]=[CH:3][CH:2]=1.[NH:11]1[C:19]2[C:14](=[CH:15][CH:16]=[CH:17][CH:18]=2)[CH2:13][CH2:12]1.CCN(CC)CC. The catalyst is CN(C1C=CN=CC=1)C.C(Cl)Cl. The product is [C:1]1([S:7]([N:11]2[C:19]3[C:14](=[CH:15][CH:16]=[CH:17][CH:18]=3)[CH2:13][CH2:12]2)(=[O:9])=[O:8])[CH:6]=[CH:5][CH:4]=[CH:3][CH:2]=1. The yield is 0.960. (8) The reactants are Br[C:2](P(=O)(OCC)OCC)([F:4])[F:3].[OH:13][C:14]1[CH:15]=[C:16]2[C:20](=[CH:21][CH:22]=1)[N:19]([C:23]([O:25][C:26]([CH3:29])([CH3:28])[CH3:27])=[O:24])[N:18]=[C:17]2[I:30].[OH-].[K+]. The catalyst is CC#N.O.CCOC(C)=O. The product is [F:3][CH:2]([F:4])[O:13][C:14]1[CH:15]=[C:16]2[C:20](=[CH:21][CH:22]=1)[N:19]([C:23]([O:25][C:26]([CH3:27])([CH3:29])[CH3:28])=[O:24])[N:18]=[C:17]2[I:30]. The yield is 0.470. (9) The reactants are [OH:1][CH:2]1[CH2:7][CH2:6][CH2:5][CH:4]([O:8][C:9]2[CH:14]=[CH:13][C:12]([N:15]3[C:20](=[O:21])[C:19]([CH2:22][C:23]4[CH:28]=[CH:27][C:26]([C:29]5[CH:34]=[CH:33][CH:32]=[CH:31][C:30]=5[C:35]5[NH:39][C:38](=[O:40])[O:37][N:36]=5)=[CH:25][CH:24]=4)=[C:18]([CH2:41][CH2:42][CH3:43])[N:17]=[C:16]3[CH3:44])=[CH:11][CH:10]=2)[CH2:3]1.CC(OI1(OC(C)=O)(OC(C)=O)OC(=O)C2C1=CC=CC=2)=O.C(OCC)(=O)C.S([O-])([O-])(=O)=S.[Na+].[Na+]. The catalyst is C(Cl)Cl.O. The product is [CH3:44][C:16]1[N:15]([C:12]2[CH:11]=[CH:10][C:9]([O:8][CH:4]3[CH2:5][CH2:6][CH2:7][C:2](=[O:1])[CH2:3]3)=[CH:14][CH:13]=2)[C:20](=[O:21])[C:19]([CH2:22][C:23]2[CH:28]=[CH:27][C:26]([C:29]3[CH:34]=[CH:33][CH:32]=[CH:31][C:30]=3[C:35]3[NH:39][C:38](=[O:40])[O:37][N:36]=3)=[CH:25][CH:24]=2)=[C:18]([CH2:41][CH2:42][CH3:43])[N:17]=1. The yield is 0.840. (10) The reactants are [O:1]1[CH2:6][CH2:5][CH2:4][CH2:3][CH:2]1[N:7]1[CH:11]=[C:10](B2OC(C)(C)C(C)(C)O2)[CH:9]=[N:8]1.Br[C:22]1[CH:23]=[C:24]2[C:28](=[CH:29][CH:30]=1)[N:27]([CH2:31][CH:32]1[CH2:37][CH:36]3[N:38]([C:39]([O:41][CH2:42][C:43]4[CH:48]=[CH:47][CH:46]=[CH:45][CH:44]=4)=[O:40])[CH:33]1[CH2:34][CH2:35]3)[CH:26]=[CH:25]2.C([O-])([O-])=O.[Cs+].[Cs+]. The catalyst is CN(C=O)C.O.O. The product is [O:1]1[CH2:6][CH2:5][CH2:4][CH2:3][CH:2]1[N:7]1[CH:11]=[C:10]([C:22]2[CH:23]=[C:24]3[C:28](=[CH:29][CH:30]=2)[N:27]([CH2:31][CH:32]2[CH2:37][CH:36]4[N:38]([C:39]([O:41][CH2:42][C:43]5[CH:48]=[CH:47][CH:46]=[CH:45][CH:44]=5)=[O:40])[CH:33]2[CH2:34][CH2:35]4)[CH:26]=[CH:25]3)[CH:9]=[N:8]1. The yield is 0.350.